Dataset: Reaction yield outcomes from USPTO patents with 853,638 reactions. Task: Predict the reaction yield, written as a fraction of the theoretical maximum amount of product (1.0 means a 100% yield; for example, 0.34 means a 34% yield). (1) The reactants are [CH3:1][O:2][C:3]([C:5]1[N:6]=[C:7]([C:17]2[CH:22]=[CH:21][C:20]([C:23]([F:26])([F:25])[F:24])=[CH:19][CH:18]=2)[O:8][C:9]=1[C:10]1[CH:11]=[N:12][C:13](Cl)=[CH:14][CH:15]=1)=[O:4].[C:27]1(B(O)O)[CH:32]=[CH:31][CH:30]=[CH:29][CH:28]=1.[F-].[Cs+]. The catalyst is CN(C=O)C. The product is [CH3:1][O:2][C:3]([C:5]1[N:6]=[C:7]([C:17]2[CH:22]=[CH:21][C:20]([C:23]([F:26])([F:25])[F:24])=[CH:19][CH:18]=2)[O:8][C:9]=1[C:10]1[CH:11]=[N:12][C:13]([C:27]2[CH:32]=[CH:31][CH:30]=[CH:29][CH:28]=2)=[CH:14][CH:15]=1)=[O:4]. The yield is 0.700. (2) The reactants are CS(C)=O.[CH3:5][N:6]([CH3:12])[C@H:7]1[CH2:11][CH2:10][NH:9][CH2:8]1.[C:13]([C:15]1[C:20]2[N:21]=[C:22]([C:24]([N:26]([CH2:28][C:29]([N:31]([CH3:33])[CH3:32])=[O:30])[CH3:27])=[O:25])[O:23][C:19]=2[C:18](F)=[C:17]([C:35]2[CH:40]=[CH:39][CH:38]=[CH:37][CH:36]=2)[C:16]=1[CH3:41])#[N:14].C(N(CC)CC)C. The catalyst is [Cl-].[Na+].O. The product is [C:13]([C:15]1[C:20]2[N:21]=[C:22]([C:24]([N:26]([CH2:28][C:29]([N:31]([CH3:33])[CH3:32])=[O:30])[CH3:27])=[O:25])[O:23][C:19]=2[C:18]([N:9]2[CH2:10][CH2:11][C@H:7]([N:6]([CH3:12])[CH3:5])[CH2:8]2)=[C:17]([C:35]2[CH:36]=[CH:37][CH:38]=[CH:39][CH:40]=2)[C:16]=1[CH3:41])#[N:14]. The yield is 0.140. (3) The catalyst is C(O)C.O. The reactants are [CH:1]([S:14]([CH2:16][CH2:17][NH2:18])=[O:15])([C:8]1[CH:13]=[CH:12][CH:11]=[CH:10][CH:9]=1)[C:2]1[CH:7]=[CH:6][CH:5]=[CH:4][CH:3]=1.[CH:19](SCCNCCCC)([C:26]1C=CC=CC=1)[C:20]1C=CC=C[CH:21]=1. The product is [CH:1]([S:14]([CH2:16][CH2:17][NH:18][CH2:26][CH2:19][CH2:20][CH3:21])=[O:15])([C:8]1[CH:9]=[CH:10][CH:11]=[CH:12][CH:13]=1)[C:2]1[CH:7]=[CH:6][CH:5]=[CH:4][CH:3]=1. The yield is 0.410.